This data is from Reaction yield outcomes from USPTO patents with 853,638 reactions. The task is: Predict the reaction yield, written as a fraction of the theoretical maximum amount of product (1.0 means a 100% yield; for example, 0.34 means a 34% yield). (1) The reactants are [CH3:1][N:2]1[CH:6]=[C:5]([CH3:7])[N:4]=[N:3]1.[Li]CCCC.[CH2:13]([Sn:17](Cl)([CH2:22][CH2:23][CH2:24][CH3:25])[CH2:18][CH2:19][CH2:20][CH3:21])[CH2:14][CH2:15][CH3:16].[NH4+].[Cl-]. The catalyst is C1COCC1.O. The product is [CH3:1][N:2]1[C:6]([Sn:17]([CH2:18][CH2:19][CH2:20][CH3:21])([CH2:22][CH2:23][CH2:24][CH3:25])[CH2:13][CH2:14][CH2:15][CH3:16])=[C:5]([CH3:7])[N:4]=[N:3]1. The yield is 0.730. (2) The reactants are C([O:3][C:4]([C:6]1[C:7]([C:12]2[CH:17]=[CH:16][C:15]([Cl:18])=[CH:14][N:13]=2)=[N:8][O:9][C:10]=1[CH3:11])=O)C.C(OC(C1C(C2C=CC(F)=CN=2)=NOC=1C)=O)C. The yield is 0.730. The product is [Cl:18][C:15]1[CH:16]=[CH:17][C:12]([C:7]2[C:6]([CH2:4][OH:3])=[C:10]([CH3:11])[O:9][N:8]=2)=[N:13][CH:14]=1. No catalyst specified. (3) The reactants are [Se](=O)=[O:2].[C:4]([C@H:8]1[CH2:13][CH2:12][C@H:11]([O:14][C:15]2[CH:24]=[C:23]3[C:18]([CH:19]=[C:20]([CH3:25])[N:21]=[CH:22]3)=[CH:17][CH:16]=2)[CH2:10][CH2:9]1)([CH3:7])([CH3:6])[CH3:5]. The catalyst is C1(OC2C=CC=CC=2)C=CC=CC=1. The product is [C:4]([C@H:8]1[CH2:13][CH2:12][C@H:11]([O:14][C:15]2[CH:24]=[C:23]3[C:18]([CH:19]=[C:20]([CH:25]=[O:2])[N:21]=[CH:22]3)=[CH:17][CH:16]=2)[CH2:10][CH2:9]1)([CH3:7])([CH3:6])[CH3:5]. The yield is 0.500. (4) The reactants are Cl.[NH2:2][CH2:3][C:4]1[C:5]([Cl:22])=[C:6]([C:10]2[CH:11]=[C:12]3[C:17](=[CH:18][CH:19]=2)[N:16]([CH3:20])[C:15](=[O:21])[CH2:14][CH2:13]3)[CH:7]=[N:8][CH:9]=1.CCN=C=NCCCN(C)C.OC1C2N=NNC=2C=CC=1.CCN(C(C)C)C(C)C.[CH3:53][C:54]1[C:58]([C:59](O)=[O:60])=[C:57]([CH3:62])[O:56][N:55]=1.C([O-])(O)=O.[Na+]. The catalyst is CN(C=O)C.CCOC(C)=O. The product is [Cl:22][C:5]1[C:6]([C:10]2[CH:11]=[C:12]3[C:17](=[CH:18][CH:19]=2)[N:16]([CH3:20])[C:15](=[O:21])[CH2:14][CH2:13]3)=[CH:7][N:8]=[CH:9][C:4]=1[CH2:3][NH:2][C:59]([C:58]1[C:54]([CH3:53])=[N:55][O:56][C:57]=1[CH3:62])=[O:60]. The yield is 0.480.